This data is from Forward reaction prediction with 1.9M reactions from USPTO patents (1976-2016). The task is: Predict the product of the given reaction. Given the reactants C([O:3][C:4]([C:6]1[N:7]=[CH:8][N:9]([C:11]2[CH:12]=[C:13]([C:17]3[CH:22]=[CH:21][CH:20]=[CH:19][C:18]=3[O:23][CH3:24])[CH:14]=[CH:15][CH:16]=2)[CH:10]=1)=[O:5])C.[OH-].[K+], predict the reaction product. The product is: [CH3:24][O:23][C:18]1[CH:19]=[CH:20][CH:21]=[CH:22][C:17]=1[C:13]1[CH:14]=[CH:15][CH:16]=[C:11]([N:9]2[CH:10]=[C:6]([C:4]([OH:5])=[O:3])[N:7]=[CH:8]2)[CH:12]=1.